Task: Predict the product of the given reaction.. Dataset: Forward reaction prediction with 1.9M reactions from USPTO patents (1976-2016) (1) Given the reactants C1(P(C2C=CC=CC=2)C2C=CC=CC=2)C=CC=CC=1.[Cl:20]C(Cl)(Cl)C(Cl)(Cl)Cl.[CH3:28][O:29][C:30](=[O:42])[C@H:31]([CH2:40]O)[NH:32][C:33]([O:35][C:36]([CH3:39])([CH3:38])[CH3:37])=[O:34], predict the reaction product. The product is: [CH3:28][O:29][C:30](=[O:42])[CH:31]([NH:32][C:33]([O:35][C:36]([CH3:39])([CH3:38])[CH3:37])=[O:34])[CH2:40][Cl:20]. (2) Given the reactants [N:1]1[CH:6]=[CH:5][CH:4]=[C:3]([C:7]2[CH:11]=[C:10]([C:12]([F:15])([F:14])[F:13])[N:9]([C:16]3[N:21]=[N:20][C:19]([NH2:22])=[CH:18][CH:17]=3)[N:8]=2)[CH:2]=1.C(N(CC)C(C)C)(C)C.[N:32]1([C:38]2[CH:46]=[CH:45][C:41]([C:42](Cl)=[O:43])=[CH:40][CH:39]=2)[CH2:37][CH2:36][O:35][CH2:34][CH2:33]1.C(=O)(O)[O-].[Na+], predict the reaction product. The product is: [N:1]1[CH:6]=[CH:5][CH:4]=[C:3]([C:7]2[CH:11]=[C:10]([C:12]([F:15])([F:13])[F:14])[N:9]([C:16]3[N:21]=[N:20][C:19]([NH2:22])=[CH:18][CH:17]=3)[N:8]=2)[CH:2]=1.[N:32]1([C:38]2[CH:39]=[CH:40][C:41]([C:42]([NH:22][C:19]3[N:20]=[N:21][C:16]([N:9]4[C:10]([C:12]([F:15])([F:13])[F:14])=[CH:11][C:7]([C:3]5[CH:2]=[N:1][CH:6]=[CH:5][CH:4]=5)=[N:8]4)=[CH:17][CH:18]=3)=[O:43])=[CH:45][CH:46]=2)[CH2:37][CH2:36][O:35][CH2:34][CH2:33]1. (3) Given the reactants COC1C=CC(P2(SP(C3C=CC(OC)=CC=3)(=S)S2)=[S:10])=CC=1.[CH2:23]([O:30][N:31]1[C:37](=[O:38])[N:36]2[CH2:39][C@H:32]1[CH2:33][CH2:34][C@H:35]2[C:40]([NH:42][NH:43][CH:44]=O)=O)[C:24]1[CH:29]=[CH:28][CH:27]=[CH:26][CH:25]=1, predict the reaction product. The product is: [CH2:23]([O:30][N:31]1[C:37](=[O:38])[N:36]2[CH2:39][C@H:32]1[CH2:33][CH2:34][C@H:35]2[C:40]1[S:10][CH:44]=[N:43][N:42]=1)[C:24]1[CH:29]=[CH:28][CH:27]=[CH:26][CH:25]=1. (4) Given the reactants [C:1]([NH:4][C:5]1[CH:6]=[C:7]([CH:11]=[CH:12][CH:13]=1)[C:8]([OH:10])=O)(=[O:3])[CH3:2].S(Cl)(Cl)=O.[NH2:18][C:19]1[CH:28]=[C:27]([C:29]2[C:38]3[C:33](=[CH:34][C:35]([O:44][CH3:45])=[C:36]4[O:41][C:40]([CH3:43])([CH3:42])[CH2:39][C:37]4=3)[CH2:32][C:31]([CH3:47])([CH3:46])[N:30]=2)[CH:26]=[CH:25][C:20]=1[C:21]([O:23][CH3:24])=[O:22].C(N(CC)CC)C.C(=O)([O-])O.[Na+], predict the reaction product. The product is: [C:1]([NH:4][C:5]1[CH:6]=[C:7]([CH:11]=[CH:12][CH:13]=1)[C:8]([NH:18][C:19]1[CH:28]=[C:27]([C:29]2[C:38]3[C:33](=[CH:34][C:35]([O:44][CH3:45])=[C:36]4[O:41][C:40]([CH3:42])([CH3:43])[CH2:39][C:37]4=3)[CH2:32][C:31]([CH3:47])([CH3:46])[N:30]=2)[CH:26]=[CH:25][C:20]=1[C:21]([O:23][CH3:24])=[O:22])=[O:10])(=[O:3])[CH3:2]. (5) The product is: [NH2:1][C:4]1[CH:13]=[CH:12][C:7]([C:8]([O:10][CH3:11])=[O:9])=[CH:6][C:5]=1[C:14]([F:15])([F:16])[F:17]. Given the reactants [N+:1]([C:4]1[CH:13]=[CH:12][C:7]([C:8]([O:10][CH3:11])=[O:9])=[CH:6][C:5]=1[C:14]([F:17])([F:16])[F:15])([O-])=O, predict the reaction product. (6) The product is: [CH:1]([C:4]1[CH:5]=[C:6]([O:14][CH3:15])[C:7]([O:10][CH2:11][O:12][CH3:13])=[C:8]([CH:9]=1)[C:22]([O:24][CH3:25])=[O:23])([CH3:3])[CH3:2]. Given the reactants [CH:1]([C:4]1[CH:9]=[CH:8][C:7]([O:10][CH2:11][O:12][CH3:13])=[C:6]([O:14][CH3:15])[CH:5]=1)([CH3:3])[CH3:2].[Li]CCCC.Cl[C:22]([O:24][CH3:25])=[O:23].CCOC(C)=O, predict the reaction product. (7) Given the reactants Br[C:2]1[C:23](N2CCN(C3CCC3)CC2)=[CH:22][C:5]2[C:6]([CH3:21])([CH3:20])[C:7]3[NH:8][C:9]4[C:14]([C:15]=3[C:16](=[O:17])[C:4]=2[CH:3]=1)=[CH:13][CH:12]=[C:11]([C:18]#[N:19])[CH:10]=4.[CH3:34]B1OB(C)OB(C)O1.[C:43](=[O:46])([O-])[O-].[K+].[K+].[CH:49]1[C:61]2[NH:60][C:59]3[C:54](=CC=C[CH:58]=3)C=2C=C(C#N)C=1.[CH3:64][N:65]([CH3:68])[CH:66]=O, predict the reaction product. The product is: [CH3:21][C:6]1([CH3:20])[C:7]2[NH:8][C:9]3[C:14](=[CH:13][CH:12]=[C:11]([C:18]#[N:19])[CH:10]=3)[C:15]=2[C:16](=[O:17])[C:4]2[CH:3]=[C:2]([CH3:23])[C:64]([N:65]3[CH2:68][CH2:58][CH:59]([N:60]4[CH2:34][CH2:43][O:46][CH2:49][CH2:61]4)[CH2:54][CH2:66]3)=[CH:22][C:5]1=2. (8) Given the reactants C(O[C:6]([N:8]1[CH:12]([CH:13]=[CH2:14])[CH2:11][CH2:10][CH:9]1[C:15]([O:17][CH2:18][C:19]1[CH:24]=[CH:23][CH:22]=[CH:21][CH:20]=1)=[O:16])=[O:7])(C)(C)C.O[N:26]1[C:30]2[CH:31]=[CH:32][CH:33]=CC=2N=N1.Cl.CN(C)CCCN=C=NCC.[C:47](N(CC=C)CC(O)=O)([O:49][C:50]([CH3:53])([CH3:52])[CH3:51])=[O:48].C(N(C(C)C)CC)(C)C, predict the reaction product. The product is: [CH2:18]([O:17][C:15]([CH:9]1[CH2:10][CH2:11][CH:12]([CH:13]=[CH2:14])[N:8]1[C:6](=[O:7])[CH:30]([NH:26][C:47]([O:49][C:50]([CH3:53])([CH3:52])[CH3:51])=[O:48])[CH2:31][CH:32]=[CH2:33])=[O:16])[C:19]1[CH:20]=[CH:21][CH:22]=[CH:23][CH:24]=1. (9) Given the reactants [C:1]1([CH2:7][CH2:8][CH2:9][NH:10][C:11]2[C:20]([NH2:21])=[CH:19][C:14]3[O:15][CH2:16][CH2:17][O:18][C:13]=3[CH:12]=2)[CH:6]=[CH:5][CH:4]=[CH:3][CH:2]=1.B(O)(O)O.[NH:26]1[C:34](=[O:35])[C:32](=O)[C:30](=O)[NH:29][C:27]1=[O:28], predict the reaction product. The product is: [C:1]1([CH2:7][CH2:8][CH2:9][N:10]2[C:30]3[C:32]([C:34](=[O:35])[NH:26][C:27](=[O:28])[N:29]=3)=[N:21][C:20]3[CH:19]=[C:14]4[O:15][CH2:16][CH2:17][O:18][C:13]4=[CH:12][C:11]2=3)[CH:6]=[CH:5][CH:4]=[CH:3][CH:2]=1.